The task is: Predict the reaction yield, written as a fraction of the theoretical maximum amount of product (1.0 means a 100% yield; for example, 0.34 means a 34% yield).. This data is from Reaction yield outcomes from USPTO patents with 853,638 reactions. (1) The reactants are [CH3:1][O:2][C:3]([C:5]1[O:6][C:7](Br)=[CH:8][CH:9]=1)=[O:4].C(=O)([O-])[O-].[Na+].[Na+].[CH2:17]([C:19]([C:38]1[CH:43]=[CH:42][C:41]([OH:44])=[C:40]([CH3:45])[CH:39]=1)([C:22]1[CH:27]=[CH:26][C:25](B2OC(C)(C)C(C)(C)O2)=[C:24]([CH3:37])[CH:23]=1)[CH2:20][CH3:21])[CH3:18].C(OCC)(=O)C. The catalyst is C1(C)C=CC=CC=1. The product is [CH3:1][O:2][C:3]([C:5]1[O:6][C:7]([C:25]2[CH:26]=[CH:27][C:22]([C:19]([CH2:20][CH3:21])([C:38]3[CH:43]=[CH:42][C:41]([OH:44])=[C:40]([CH3:45])[CH:39]=3)[CH2:17][CH3:18])=[CH:23][C:24]=2[CH3:37])=[CH:8][CH:9]=1)=[O:4]. The yield is 0.739. (2) The product is [CH2:2]([N:20]1[C:21]2[C:17](=[C:16]([F:15])[C:24]([N+:25]([O-:27])=[O:26])=[CH:23][CH:22]=2)[CH:18]=[CH:19]1)[CH3:3]. The yield is 0.720. The catalyst is C1C=CC=CC=1. The reactants are Cl[C:2]1C(Cl)=C(O)C(C#N)=C(C#N)[C:3]=1O.[F:15][C:16]1[C:24]([N+:25]([O-:27])=[O:26])=[CH:23][CH:22]=[C:21]2[C:17]=1[CH2:18][CH2:19][NH:20]2. (3) The reactants are Cl[C:2]1[CH:7]=[CH:6][CH:5]=[CH:4][C:3]=1[CH2:8][S:9]([NH2:12])(=[O:11])=[O:10].C(P(C(C)(C)C)C1C=CC=CC=1C1C(C(C)C)=CC(C(C)C)=CC=1C(C)C)(C)(C)C.C(=O)([O-])[O-].[K+].[K+]. The catalyst is C1C=CC(/C=C/C(/C=C/C2C=CC=CC=2)=O)=CC=1.C1C=CC(/C=C/C(/C=C/C2C=CC=CC=2)=O)=CC=1.C1C=CC(/C=C/C(/C=C/C2C=CC=CC=2)=O)=CC=1.[Pd].[Pd].C1COCC1. The product is [NH:12]1[C:2]2[CH:7]=[CH:6][CH:5]=[CH:4][C:3]=2[CH2:8][S:9]1(=[O:11])=[O:10]. The yield is 0.800. (4) The reactants are [C:1]([CH2:3][C:4]([NH2:6])=[O:5])#[N:2].C[O-].[Na+].F[B-](F)(F)F.[CH2:15]([N:22]1[C:30]2[C:25](=[CH:26][CH:27]=[CH:28][CH:29]=2)[C:24]([CH:31]=[N+](C)C)=[C:23]1[O:35][CH2:36][CH3:37])[C:16]1[CH:21]=[CH:20][CH:19]=[CH:18][CH:17]=1. The catalyst is CO. The product is [CH2:15]([N:22]1[C:30]2[C:25](=[CH:26][CH:27]=[CH:28][CH:29]=2)[C:24](/[CH:31]=[C:3](\[C:1]#[N:2])/[C:4]([NH2:6])=[O:5])=[C:23]1[O:35][CH2:36][CH3:37])[C:16]1[CH:17]=[CH:18][CH:19]=[CH:20][CH:21]=1. The yield is 0.600. (5) The reactants are CON(C)[C:4](=[O:17])[CH2:5][CH:6]1[CH2:8][CH:7]1[C:9]1[CH:14]=[CH:13][C:12]([O:15][CH3:16])=[CH:11][CH:10]=1.[OH-:19].[Na+].Cl. The catalyst is CCO. The product is [CH3:16][O:15][C:12]1[CH:11]=[CH:10][C:9]([CH:7]2[CH2:8][CH:6]2[CH2:5][C:4]([OH:17])=[O:19])=[CH:14][CH:13]=1. The yield is 0.961.